From a dataset of Catalyst prediction with 721,799 reactions and 888 catalyst types from USPTO. Predict which catalyst facilitates the given reaction. (1) Reactant: [CH2:1]([N:8]([CH2:19][C:20]1[CH:25]=[CH:24][CH:23]=[CH:22][CH:21]=1)[C:9]1[CH:18]=[CH:17][C:12]([C:13]([O:15]C)=[O:14])=[CH:11][CH:10]=1)[C:2]1[CH:7]=[CH:6][CH:5]=[CH:4][CH:3]=1.[Li+].[OH-].[OH-].C([N+](CCCC)(CCCC)CCCC)CCC. Product: [CH2:19]([N:8]([CH2:1][C:2]1[CH:7]=[CH:6][CH:5]=[CH:4][CH:3]=1)[C:9]1[CH:18]=[CH:17][C:12]([C:13]([OH:15])=[O:14])=[CH:11][CH:10]=1)[C:20]1[CH:21]=[CH:22][CH:23]=[CH:24][CH:25]=1. The catalyst class is: 1. (2) Reactant: BrC1C=CC(O)=C(C2C=[CH:16][C:15]3[C:10](=[CH:11][CH:12]=[C:13]([C:18]4[N:22]([CH:23]5[CH2:28][CH2:27][CH2:26][CH2:25][CH2:24]5)[C:21]5[CH:29]=[CH:30][C:31]([C:33]([OH:35])=[O:34])=[CH:32][C:20]=5[N:19]=4)[CH:14]=3)[N:9]=2)C=1.[OH:37][C:38]1[C:43]([N+:44]([O-:46])=[O:45])=[CH:42][C:41]([CH3:47])=[CH:40][C:39]=1[C:48](=O)[CH3:49].[OH-].[K+]. Product: [CH:23]1([N:22]2[C:21]3[CH:29]=[CH:30][C:31]([C:33]([OH:35])=[O:34])=[CH:32][C:20]=3[N:19]=[C:18]2[C:13]2[CH:14]=[C:15]3[C:10](=[CH:11][CH:12]=2)[N:9]=[C:48]([C:39]2[CH:40]=[C:41]([CH3:47])[CH:42]=[C:43]([N+:44]([O-:46])=[O:45])[C:38]=2[OH:37])[CH:49]=[CH:16]3)[CH2:24][CH2:25][CH2:26][CH2:27][CH2:28]1. The catalyst class is: 8.